Dataset: Forward reaction prediction with 1.9M reactions from USPTO patents (1976-2016). Task: Predict the product of the given reaction. (1) Given the reactants [Cl:1][C:2]1[CH:7]=[C:6]([NH:8]/[C:9](=[N:12]/[C:13]#[N:14])/SC)[CH:5]=[C:4]([C:15]([F:18])([F:17])[F:16])[C:3]=1[C:19]1[CH:24]=[CH:23][C:22]([O:25][CH:26]2[CH2:31][CH2:30][N:29]([C:32]([O:34][C:35]([CH3:38])([CH3:37])[CH3:36])=[O:33])[CH2:28][CH2:27]2)=[CH:21][CH:20]=1.[NH2:39][NH2:40], predict the reaction product. The product is: [C:35]([O:34][C:32]([N:29]1[CH2:28][CH2:27][CH:26]([O:25][C:22]2[CH:23]=[CH:24][C:19]([C:3]3[C:2]([Cl:1])=[CH:7][C:6]([NH:8][C:9]4[N:12]=[C:13]([NH2:14])[NH:40][N:39]=4)=[CH:5][C:4]=3[C:15]([F:18])([F:17])[F:16])=[CH:20][CH:21]=2)[CH2:31][CH2:30]1)=[O:33])([CH3:36])([CH3:37])[CH3:38]. (2) Given the reactants [F:1][C:2]([F:25])([F:24])[C:3]([C:9]1[CH:14]=[CH:13][C:12]([N:15]2[CH2:20][CH2:19][NH:18][CH2:17][CH:16]2[C:21]#[C:22][CH3:23])=[CH:11][CH:10]=1)([OH:8])[C:4]([F:7])([F:6])[F:5].C(N(CC)CC)C.[C:33]1([S:39](Cl)(=[O:41])=[O:40])[CH:38]=[CH:37][CH:36]=[CH:35][CH:34]=1, predict the reaction product. The product is: [F:25][C:2]([F:1])([F:24])[C:3]([C:9]1[CH:10]=[CH:11][C:12]([N:15]2[CH2:20][CH2:19][N:18]([S:39]([C:33]3[CH:38]=[CH:37][CH:36]=[CH:35][CH:34]=3)(=[O:41])=[O:40])[CH2:17][C@@H:16]2[C:21]#[C:22][CH3:23])=[CH:13][CH:14]=1)([OH:8])[C:4]([F:7])([F:6])[F:5]. (3) The product is: [Cl:1][C:2]1[CH:7]=[C:6]([Cl:8])[CH:5]=[CH:4][C:3]=1[S:9]([NH:12][CH2:13][CH2:14][CH2:15][CH2:16][N:17]([CH2:18][C@@H:19]([OH:23])[CH2:20][O:21][CH3:22])[C:25]([NH:24][CH:27]([CH3:29])[CH3:28])=[O:26])(=[O:11])=[O:10]. Given the reactants [Cl:1][C:2]1[CH:7]=[C:6]([Cl:8])[CH:5]=[CH:4][C:3]=1[S:9]([NH:12][CH2:13][CH2:14][CH2:15][CH2:16][NH:17][CH2:18][C@@H:19]([OH:23])[CH2:20][O:21][CH3:22])(=[O:11])=[O:10].[N:24]([CH:27]([CH3:29])[CH3:28])=[C:25]=[O:26], predict the reaction product. (4) Given the reactants CN(C)[CH:3]=[C:4]([C:10](=O)[C:11]1[CH:16]=[CH:15][C:14]([C:17](F)(F)[F:18])=[CH:13][CH:12]=1)[C:5]([O:7][CH2:8][CH3:9])=[O:6].[N+]([O-])(O)=O.[N+]([O-])(O)=O.[F:31][C:32]1[CH:33]=[C:34]([NH:44][C:45]([NH2:47])=[NH:46])[CH:35]=[CH:36][C:37]=1[N:38]1[CH:42]=[C:41]([CH3:43])[N:40]=[CH:39]1, predict the reaction product. The product is: [F:31][C:32]1[CH:33]=[C:34]([NH:44][C:45]2[N:47]=[C:10]([C:11]3[CH:16]=[CH:15][C:14]([CH2:17][F:18])=[CH:13][CH:12]=3)[C:4]([C:5]([O:7][CH2:8][CH3:9])=[O:6])=[CH:3][N:46]=2)[CH:35]=[CH:36][C:37]=1[N:38]1[CH:42]=[C:41]([CH3:43])[N:40]=[CH:39]1.